Dataset: Catalyst prediction with 721,799 reactions and 888 catalyst types from USPTO. Task: Predict which catalyst facilitates the given reaction. (1) Reactant: [CH3:1][C:2]1[CH:3]=[N:4][NH:5][CH:6]=1.C(=O)([O-])[O-].[K+].[K+].F[C:14]1[CH:21]=[CH:20][C:17]([C:18]#[N:19])=[CH:16][CH:15]=1. Product: [CH3:1][C:2]1[CH:3]=[N:4][N:5]([C:14]2[CH:21]=[CH:20][C:17]([C:18]#[N:19])=[CH:16][CH:15]=2)[CH:6]=1. The catalyst class is: 248. (2) Reactant: [OH-].[Li+].[CH2:3]([S:10][C:11]1[N:16]=[C:15]([NH:17][S:18]([C:21]2[O:25][C:24]([C:26]([O:28]C)=[O:27])=[CH:23][CH:22]=2)(=[O:20])=[O:19])[CH:14]=[C:13]([NH:30][C@H:31]([CH3:41])[CH2:32][O:33][Si:34]([C:37]([CH3:40])([CH3:39])[CH3:38])([CH3:36])[CH3:35])[N:12]=1)[C:4]1[CH:9]=[CH:8][CH:7]=[CH:6][CH:5]=1. Product: [CH2:3]([S:10][C:11]1[N:16]=[C:15]([NH:17][S:18]([C:21]2[O:25][C:24]([C:26]([OH:28])=[O:27])=[CH:23][CH:22]=2)(=[O:19])=[O:20])[CH:14]=[C:13]([NH:30][C@H:31]([CH3:41])[CH2:32][O:33][Si:34]([C:37]([CH3:40])([CH3:39])[CH3:38])([CH3:35])[CH3:36])[N:12]=1)[C:4]1[CH:9]=[CH:8][CH:7]=[CH:6][CH:5]=1. The catalyst class is: 20. (3) Reactant: [Cl:1][C:2]1[CH:10]=[CH:9][C:5]([C:6](O)=[O:7])=[CH:4][C:3]=1[C:11]1[O:15][N:14]=[C:13]([CH2:16][N:17]2[C:25]3[C:20](=[C:21]([C:28]([F:31])([F:30])[F:29])[C:22]([C:26]#[N:27])=[CH:23][CH:24]=3)[CH:19]=[C:18]2[CH2:32][CH2:33][CH3:34])[N:12]=1.CN(C=O)C.C(Cl)(C([Cl:44])=O)=O. Product: [Cl:1][C:2]1[CH:10]=[CH:9][C:5]([C:6]([Cl:44])=[O:7])=[CH:4][C:3]=1[C:11]1[O:15][N:14]=[C:13]([CH2:16][N:17]2[C:25]3[C:20](=[C:21]([C:28]([F:29])([F:30])[F:31])[C:22]([C:26]#[N:27])=[CH:23][CH:24]=3)[CH:19]=[C:18]2[CH2:32][CH2:33][CH3:34])[N:12]=1. The catalyst class is: 2. (4) Reactant: [F:1][C:2]1[CH:8]=[C:7]([F:9])[CH:6]=[CH:5][C:3]=1[NH2:4].Cl.[Br:11][C:12]1[CH:13]=[C:14]([S:18](Cl)(=[O:20])=[O:19])[CH:15]=[N:16][CH:17]=1. Product: [Br:11][C:12]1[CH:13]=[C:14]([S:18]([NH:4][C:3]2[CH:5]=[CH:6][C:7]([F:9])=[CH:8][C:2]=2[F:1])(=[O:20])=[O:19])[CH:15]=[N:16][CH:17]=1. The catalyst class is: 17. (5) Product: [N+:23]([C:20]1[CH:19]=[CH:18][C:17]([S:14]([N:11]2[CH2:10][CH2:9][CH:8]([NH2:7])[CH2:13][CH2:12]2)(=[O:15])=[O:16])=[CH:22][CH:21]=1)([O-:25])=[O:24]. Reactant: C(OC(=O)[NH:7][CH:8]1[CH2:13][CH2:12][N:11]([S:14]([C:17]2[CH:22]=[CH:21][C:20]([N+:23]([O-:25])=[O:24])=[CH:19][CH:18]=2)(=[O:16])=[O:15])[CH2:10][CH2:9]1)(C)(C)C.Cl. The catalyst class is: 12.